Dataset: Full USPTO retrosynthesis dataset with 1.9M reactions from patents (1976-2016). Task: Predict the reactants needed to synthesize the given product. (1) Given the product [CH2:1]([N:8]1[CH2:9][CH2:10][CH:11]([C:14]([C:17]2[CH:22]=[CH:21][C:20]([C:23]([F:26])([F:24])[F:25])=[CH:19][C:18]=2[F:27])=[O:15])[CH2:12][CH2:13]1)[C:2]1[CH:7]=[CH:6][CH:5]=[CH:4][CH:3]=1, predict the reactants needed to synthesize it. The reactants are: [CH2:1]([N:8]1[CH2:13][CH2:12][C:11](=[C:14]([C:17]2[CH:22]=[CH:21][C:20]([C:23]([F:26])([F:25])[F:24])=[CH:19][C:18]=2[F:27])[O:15]C)[CH2:10][CH2:9]1)[C:2]1[CH:7]=[CH:6][CH:5]=[CH:4][CH:3]=1.[OH-].[Na+]. (2) Given the product [OH:40][CH2:39][CH2:38][CH2:37][N:36]([CH2:35][CH2:34][CH2:33][S:30]([CH2:29][CH2:28][C:27]([F:42])([F:26])[F:41])(=[O:31])=[O:32])[CH2:2][CH2:3][CH2:4][CH2:5][CH2:6][CH2:7][C:8]1[C:14]2[CH:15]=[CH:16][C:17]([OH:19])=[CH:18][C:13]=2[CH2:12][CH2:11][CH2:10][C:9]=1[C:20]1[CH:25]=[CH:24][CH:23]=[CH:22][CH:21]=1, predict the reactants needed to synthesize it. The reactants are: Br[CH2:2][CH2:3][CH2:4][CH2:5][CH2:6][CH2:7][C:8]1[C:14]2[CH:15]=[CH:16][C:17]([OH:19])=[CH:18][C:13]=2[CH2:12][CH2:11][CH2:10][C:9]=1[C:20]1[CH:25]=[CH:24][CH:23]=[CH:22][CH:21]=1.[F:26][C:27]([F:42])([F:41])[CH2:28][CH2:29][S:30]([CH2:33][CH2:34][CH2:35][NH:36][CH2:37][CH2:38][CH2:39][OH:40])(=[O:32])=[O:31]. (3) Given the product [CH3:4][N:3]1[CH:2]=[CH:7][C:10]([NH:14][C:13]2[C:12]3[C:20](=[CH:25][CH:24]=[CH:23][CH:22]=3)[N:19]=[CH:18][N:17]=2)=[N:9]1.[Cl:8][C:7]1[C:2]([O:26][C:23]2[CH:24]=[C:25]3[C:20](=[CH:21][CH:22]=2)[N:19]=[CH:18][N:17]=[C:16]3[NH:9][C:10]2[S:11][CH:12]=[CH:13][N:14]=2)=[N:3][CH:4]=[CH:5][CH:6]=1, predict the reactants needed to synthesize it. The reactants are: Cl[C:2]1[C:7]([Cl:8])=[CH:6][CH:5]=[CH:4][N:3]=1.[NH2:9][C:10]1[S:11][CH:12]=[CH:13][N:14]=1.Cl[C:16]1[C:25]2[C:20](=[CH:21][CH:22]=[C:23]([OH:26])[CH:24]=2)[N:19]=[CH:18][N:17]=1. (4) Given the product [NH2:16][C:10]1[O:11][CH2:12][C:13]([F:14])([F:15])[C@:8]([C:6]2[CH:7]=[C:2]([NH:1][C:19](=[O:21])[CH3:20])[CH:3]=[CH:4][C:5]=2[F:18])([CH3:17])[N:9]=1, predict the reactants needed to synthesize it. The reactants are: [NH2:1][C:2]1[CH:3]=[CH:4][C:5]([F:18])=[C:6]([C@:8]2([CH3:17])[C:13]([F:15])([F:14])[CH2:12][O:11][C:10]([NH2:16])=[N:9]2)[CH:7]=1.[C:19](O)(=[O:21])[CH3:20]. (5) Given the product [NH2:1][C:2]1[C:3]([C:7](=[N:17][O:18][C:36]([NH:35][CH2:28][C:29]2[CH:34]=[CH:33][CH:32]=[CH:31][CH:30]=2)=[O:37])[NH:8][C:9]2[CH:14]=[CH:13][C:12]([F:15])=[C:11]([Cl:16])[CH:10]=2)=[N:4][O:5][N:6]=1, predict the reactants needed to synthesize it. The reactants are: [NH2:1][C:2]1[C:3]([C:7](=[N:17][OH:18])[NH:8][C:9]2[CH:14]=[CH:13][C:12]([F:15])=[C:11]([Cl:16])[CH:10]=2)=[N:4][O:5][N:6]=1.C(N(CC)C(C)C)(C)C.[CH2:28]([N:35]=[C:36]=[O:37])[C:29]1[CH:34]=[CH:33][CH:32]=[CH:31][CH:30]=1. (6) Given the product [Br:1][C:2]1[C:10]([O:11][CH2:12][C:13](=[N:15][O:16][CH2:17][CH3:18])[CH3:14])=[C:9]([Br:19])[CH:8]=[CH:7][C:3]=1[C:4]([O:6][C:20]1[CH2:25][CH2:24][CH2:23][C:22](=[O:26])[CH:21]=1)=[O:5], predict the reactants needed to synthesize it. The reactants are: [Br:1][C:2]1[C:10]([O:11][CH2:12][C:13](=[N:15][O:16][CH2:17][CH3:18])[CH3:14])=[C:9]([Br:19])[CH:8]=[CH:7][C:3]=1[C:4]([OH:6])=[O:5].[C:20]1(=O)[CH2:25][CH2:24][CH2:23][C:22](=[O:26])[CH2:21]1.Cl.CN(C)CCCN=C=NCC.CN(C1C=CC=CN=1)C.